Dataset: Peptide-MHC class I binding affinity with 185,985 pairs from IEDB/IMGT. Task: Regression. Given a peptide amino acid sequence and an MHC pseudo amino acid sequence, predict their binding affinity value. This is MHC class I binding data. The peptide sequence is IMKVVNRWL. The MHC is HLA-A31:01 with pseudo-sequence HLA-A31:01. The binding affinity (normalized) is 0.0847.